Dataset: Full USPTO retrosynthesis dataset with 1.9M reactions from patents (1976-2016). Task: Predict the reactants needed to synthesize the given product. (1) Given the product [CH3:7][C@H:8]1[CH2:12][CH2:11][CH2:10][N:9]1[C:13]([C:15]1[N:16]=[C:17]([C:20]([O-:22])=[O:21])[S:18][CH:19]=1)=[O:14].[K+:6], predict the reactants needed to synthesize it. The reactants are: CC([O-])(C)C.[K+:6].[CH3:7][C@H:8]1[CH2:12][CH2:11][CH2:10][N:9]1[C:13]([C:15]1[N:16]=[C:17]([C:20]([O:22]CC)=[O:21])[S:18][CH:19]=1)=[O:14].C1COCC1. (2) Given the product [CH3:9][C:4]1[C:3]([CH3:10])=[C:2]([S:12][CH3:11])[N:7]=[N:6][C:5]=1[NH2:8], predict the reactants needed to synthesize it. The reactants are: Cl[C:2]1[N:7]=[N:6][C:5]([NH2:8])=[C:4]([CH3:9])[C:3]=1[CH3:10].[CH3:11][S-:12].[Na+]. (3) Given the product [CH:21]1([NH:24][C:25](=[O:26])[C:27]2[CH:32]=[C:31]([C:2]3[CH:3]=[C:4]4[C:8](=[CH:9][CH:10]=3)[N:7]([C:11]3[CH:16]=[CH:15][C:14]([C:17]([F:20])([F:19])[F:18])=[CH:13][CH:12]=3)[N:6]=[CH:5]4)[C:30]([CH3:36])=[C:29]([F:37])[CH:28]=2)[CH2:22][CH2:23]1, predict the reactants needed to synthesize it. The reactants are: Br[C:2]1[CH:3]=[C:4]2[C:8](=[CH:9][CH:10]=1)[N:7]([C:11]1[CH:16]=[CH:15][C:14]([C:17]([F:20])([F:19])[F:18])=[CH:13][CH:12]=1)[N:6]=[CH:5]2.[CH:21]1([NH:24][C:25]([C:27]2[CH:28]=[C:29]([F:37])[C:30]([CH3:36])=[C:31](B(O)O)[CH:32]=2)=[O:26])[CH2:23][CH2:22]1.C(=O)([O-])O.[Na+]. (4) Given the product [CH2:6]([O:13][C@H:14]1[CH2:19][CH2:18][CH2:17][CH2:16][C@@H:15]1[NH:20][C:21]1[CH:28]=[C:27]([N:37]2[C:38]3[CH2:39][C:31]([CH3:45])([CH3:30])[CH2:32][C:33](=[O:44])[C:34]=3[C:35]([C:40]([F:41])([F:43])[F:42])=[N:36]2)[CH:26]=[CH:25][C:22]=1[C:23]#[N:24])[C:7]1[CH:12]=[CH:11][CH:10]=[CH:9][CH:8]=1, predict the reactants needed to synthesize it. The reactants are: CN(C=O)C.[CH2:6]([O:13][C@@H:14]1[CH2:19][CH2:18][CH2:17][CH2:16][C@H:15]1[NH:20][C:21]1[CH:28]=[C:27](F)[CH:26]=[CH:25][C:22]=1[C:23]#[N:24])[C:7]1[CH:12]=[CH:11][CH:10]=[CH:9][CH:8]=1.[CH3:30][C:31]1([CH3:45])[CH2:39][C:38]2[NH:37][N:36]=[C:35]([C:40]([F:43])([F:42])[F:41])[C:34]=2[C:33](=[O:44])[CH2:32]1.[H-].[Na+]. (5) The reactants are: [C:1]([O:5][C:6](=[O:29])[CH2:7][N:8]1[C:17](=[O:18])[CH2:16][C:15]2[N:11]([C:12]([C:19]3[CH:24]=[CH:23][CH:22]=[CH:21][CH:20]=3)=[N:13][N:14]=2)[C:10]2[CH:25]=[CH:26][CH:27]=[CH:28][C:9]1=2)([CH3:4])([CH3:3])[CH3:2].[NH:30]1[C:38]2[C:33](=[CH:34][CH:35]=[CH:36][CH:37]=2)[C:32]([CH:39]=O)=[CH:31]1.N1CCCCC1. Given the product [C:1]([O:5][C:6](=[O:29])[CH2:7][N:8]1[C:17](=[O:18])[C:16](=[CH:39][C:32]2[C:33]3[C:38](=[CH:37][CH:36]=[CH:35][CH:34]=3)[NH:30][CH:31]=2)[C:15]2[N:11]([C:12]([C:19]3[CH:24]=[CH:23][CH:22]=[CH:21][CH:20]=3)=[N:13][N:14]=2)[C:10]2[CH:25]=[CH:26][CH:27]=[CH:28][C:9]1=2)([CH3:4])([CH3:2])[CH3:3], predict the reactants needed to synthesize it. (6) Given the product [NH2:8][C@@H:9]1[CH2:22][CH2:21][C@:20]2([O:23][CH3:24])[C@:11]34[CH2:27][CH2:26][N:25]([CH3:28])[C@@H:19]2[CH2:18][C:17]2[CH:16]=[CH:15][C:14]([OH:29])=[C:13]([O:30][C@@H:10]13)[C:12]4=2, predict the reactants needed to synthesize it. The reactants are: C([N:8](CC1C=CC=CC=1)[C@@H:9]1[CH2:22][CH2:21][C@:20]2([O:23][CH3:24])[C@:11]34[CH2:27][CH2:26][N:25]([CH3:28])[C@@H:19]2[CH2:18][C:17]2[CH:16]=[CH:15][C:14]([OH:29])=[C:13]([O:30][C@@H:10]13)[C:12]4=2)C1C=CC=CC=1.C1CCCCC=1.